This data is from Reaction yield outcomes from USPTO patents with 853,638 reactions. The task is: Predict the reaction yield, written as a fraction of the theoretical maximum amount of product (1.0 means a 100% yield; for example, 0.34 means a 34% yield). The product is [CH:20]([N:16]1[C:15]([C:13]2[N:14]=[C:10]3[N:11]([CH2:23][CH2:24][O:25][C:2]4[CH:7]=[C:6]([O:8][CH3:9])[N:5]=[CH:4][C:3]=43)[CH:12]=2)=[N:19][CH:18]=[N:17]1)([CH3:22])[CH3:21]. The yield is 0.790. The catalyst is CN(C=O)C. The reactants are Cl[C:2]1[CH:7]=[C:6]([O:8][CH3:9])[N:5]=[CH:4][C:3]=1[C:10]1[N:11]([CH2:23][CH2:24][OH:25])[CH:12]=[C:13]([C:15]2[N:16]([CH:20]([CH3:22])[CH3:21])[N:17]=[CH:18][N:19]=2)[N:14]=1.[H-].[Na+].